Dataset: Reaction yield outcomes from USPTO patents with 853,638 reactions. Task: Predict the reaction yield, written as a fraction of the theoretical maximum amount of product (1.0 means a 100% yield; for example, 0.34 means a 34% yield). (1) The reactants are S(=O)(=O)(O)O.[Br:6][C:7]1[CH:21]=[C:20]([O:22][CH3:23])[CH:19]=[CH:18][C:8]=1[O:9]/[C:10](=[CH:14]\[C:15]([OH:17])=O)/[C:11]([OH:13])=[O:12].[CH2:24](O)[CH3:25]. No catalyst specified. The product is [Br:6][C:7]1[CH:21]=[C:20]([O:22][CH3:23])[CH:19]=[C:18]2[C:8]=1[O:9][C:10]([C:11]([O:13][CH2:24][CH3:25])=[O:12])=[CH:14][C:15]2=[O:17]. The yield is 0.500. (2) The reactants are CN(C)C=O.[H-].[Na+].[Cl:8][C:9]1[CH:14]=[C:13]([O:15][C:16]2[C:25]3[C:20](=[CH:21][C:22]([O:28][CH3:29])=[C:23]([O:26][CH3:27])[CH:24]=3)[N:19]=[CH:18][N:17]=2)[CH:12]=[CH:11][C:10]=1[NH:30][C:31](=[O:40])[O:32][CH:33]([CH2:37][CH2:38][CH3:39])[CH2:34][CH2:35][CH3:36].[CH2:41](I)[CH3:42]. The catalyst is O. The product is [Cl:8][C:9]1[CH:14]=[C:13]([O:15][C:16]2[C:25]3[C:20](=[CH:21][C:22]([O:28][CH3:29])=[C:23]([O:26][CH3:27])[CH:24]=3)[N:19]=[CH:18][N:17]=2)[CH:12]=[CH:11][C:10]=1[N:30]([CH2:41][CH3:42])[C:31](=[O:40])[O:32][CH:33]([CH2:37][CH2:38][CH3:39])[CH2:34][CH2:35][CH3:36]. The yield is 0.750. (3) The reactants are [C:1]([C:3]1[C:4]([NH2:9])=[N:5][CH:6]=[CH:7][CH:8]=1)#[CH:2].[F:10][C:11]1[CH:27]=[CH:26][C:14]([CH2:15][C:16]2[O:20][C:19]([CH2:21][C:22](Cl)=[N:23][OH:24])=[CH:18][CH:17]=2)=[CH:13][CH:12]=1.C(N(CC)CC)C. The catalyst is O1CCCC1. The product is [F:10][C:11]1[CH:27]=[CH:26][C:14]([CH2:15][C:16]2[O:20][C:19]([CH2:21][C:22]3[CH:2]=[C:1]([C:3]4[C:4]([NH2:9])=[N:5][CH:6]=[CH:7][CH:8]=4)[O:24][N:23]=3)=[CH:18][CH:17]=2)=[CH:13][CH:12]=1. The yield is 0.0600. (4) The reactants are [Cl:1][C:2]1[CH:3]=[C:4]([C:9](=[O:12])[CH2:10][CH3:11])[CH:5]=[CH:6][C:7]=1[Cl:8].[Br:13]Br.CCCCCC. The catalyst is C(Cl)Cl.BrBr. The product is [Br:13][CH:10]([CH3:11])[C:9]([C:4]1[CH:5]=[CH:6][C:7]([Cl:8])=[C:2]([Cl:1])[CH:3]=1)=[O:12]. The yield is 1.00.